The task is: Predict the reactants needed to synthesize the given product.. This data is from Full USPTO retrosynthesis dataset with 1.9M reactions from patents (1976-2016). Given the product [C:1]([O:5][C:6]([N:8]1[CH2:20][C@@H:19]([CH3:21])[N:18]2[C@H:10]([CH2:11][C:12]3[C:17]2=[N:16][C:15]([CH3:22])=[C:14]([O:23][CH2:27][CH:28]2[CH2:30][CH2:29]2)[CH:13]=3)[CH2:9]1)=[O:7])([CH3:3])([CH3:4])[CH3:2], predict the reactants needed to synthesize it. The reactants are: [C:1]([O:5][C:6]([N:8]1[CH2:20][C@@H:19]([CH3:21])[N:18]2[C@H:10]([CH2:11][C:12]3[C:17]2=[N:16][C:15]([CH3:22])=[C:14]([OH:23])[CH:13]=3)[CH2:9]1)=[O:7])([CH3:4])([CH3:3])[CH3:2].[H-].[Na+].Br[CH2:27][CH:28]1[CH2:30][CH2:29]1.